From a dataset of Full USPTO retrosynthesis dataset with 1.9M reactions from patents (1976-2016). Predict the reactants needed to synthesize the given product. (1) Given the product [Br:1][C:2]1[CH:7]=[CH:6][C:5]([NH:18][C:14]2[CH:15]=[CH:16][CH:17]=[C:12]([NH2:19])[CH:13]=2)=[C:4]([N+:9]([O-:11])=[O:10])[CH:3]=1, predict the reactants needed to synthesize it. The reactants are: [Br:1][C:2]1[CH:7]=[CH:6][C:5](F)=[C:4]([N+:9]([O-:11])=[O:10])[CH:3]=1.[C:12]1([NH2:19])[CH:17]=[CH:16][CH:15]=[C:14]([NH2:18])[CH:13]=1.CCN(C(C)C)C(C)C. (2) Given the product [Si:38]([O:37][C@@H:35]([CH3:36])[C@H:16]([N:1]1[CH:5]=[C:4]([C:6]([NH2:8])=[O:7])[N:3]=[CH:2]1)[CH2:17][CH2:18][C:19]1[C:24]2[N:25]=[C:26]([C:28]3[CH:33]=[CH:32][C:31]([Cl:34])=[CH:30][CH:29]=3)[O:27][C:23]=2[CH:22]=[CH:21][CH:20]=1)([C:41]([CH3:44])([CH3:42])[CH3:43])([CH3:40])[CH3:39], predict the reactants needed to synthesize it. The reactants are: [NH:1]1[CH:5]=[C:4]([C:6]([NH2:8])=[O:7])[N:3]=[CH:2]1.[H-].[Na+].CS(O[C@H:16]([C@@H:35]([O:37][Si:38]([C:41]([CH3:44])([CH3:43])[CH3:42])([CH3:40])[CH3:39])[CH3:36])[CH2:17][CH2:18][C:19]1[C:24]2[N:25]=[C:26]([C:28]3[CH:33]=[CH:32][C:31]([Cl:34])=[CH:30][CH:29]=3)[O:27][C:23]=2[CH:22]=[CH:21][CH:20]=1)(=O)=O.O. (3) Given the product [C:29]1([C:25]2[CH:24]=[C:23]([C:20]3[N:17]4[CH:18]=[CH:19][C:14]([C:11]5[CH2:12][CH2:13][NH:8][CH2:9][CH:10]=5)=[CH:15][C:16]4=[N:22][CH:21]=3)[CH:28]=[CH:27][N:26]=2)[CH:34]=[CH:33][CH:32]=[CH:31][CH:30]=1, predict the reactants needed to synthesize it. The reactants are: C(OC([N:8]1[CH2:13][CH:12]=[C:11]([C:14]2[CH:19]=[CH:18][N:17]3[C:20]([C:23]4[CH:28]=[CH:27][N:26]=[C:25]([C:29]5[CH:34]=[CH:33][CH:32]=[CH:31][CH:30]=5)[CH:24]=4)=[CH:21][N:22]=[C:16]3[CH:15]=2)[CH2:10][CH2:9]1)=O)(C)(C)C.Cl. (4) Given the product [F:1][C@H:2]1[C@@H:7]([O:8][C:9]2[CH:16]=[CH:15][C:14]([C:17]3[N:22]=[C:21]([NH:23][C:24]4[CH:29]=[CH:28][C:27]([N:30]5[CH2:31][CH2:32][N:33]([CH:36]6[CH2:39][O:38][CH2:37]6)[CH2:34][CH2:35]5)=[CH:26][CH:25]=4)[N:20]=[CH:19][N:18]=3)=[CH:13][C:10]=2[C:11]#[N:12])[CH2:6][CH2:5][N:4]([C:42](=[O:43])[C@@H:41]([OH:40])[CH:45]([CH3:47])[CH3:46])[CH2:3]1, predict the reactants needed to synthesize it. The reactants are: [F:1][C@H:2]1[C@@H:7]([O:8][C:9]2[CH:16]=[CH:15][C:14]([C:17]3[N:22]=[C:21]([NH:23][C:24]4[CH:29]=[CH:28][C:27]([N:30]5[CH2:35][CH2:34][N:33]([CH:36]6[CH2:39][O:38][CH2:37]6)[CH2:32][CH2:31]5)=[CH:26][CH:25]=4)[N:20]=[CH:19][N:18]=3)=[CH:13][C:10]=2[C:11]#[N:12])[CH2:6][CH2:5][NH:4][CH2:3]1.[OH:40][C@@H:41]([CH:45]([CH3:47])[CH3:46])[C:42](O)=[O:43].CN(C(ON1N=NC2C=CC=NC1=2)=[N+](C)C)C.F[P-](F)(F)(F)(F)F.C(Cl)Cl. (5) Given the product [C:1]([NH:5][C:6]([C:8]1[C:16]2[C:11](=[N:12][C:13]([CH3:18])=[C:14]([NH:37][C:33]3[CH:34]=[CH:35][CH:36]=[C:31]([S:28]([CH3:27])(=[O:30])=[O:29])[CH:32]=3)[N:15]=2)[N:10]([CH2:19][O:20][CH2:21][CH2:22][Si:23]([CH3:26])([CH3:25])[CH3:24])[CH:9]=1)=[O:7])([CH3:4])([CH3:3])[CH3:2], predict the reactants needed to synthesize it. The reactants are: [C:1]([NH:5][C:6]([C:8]1[C:16]2[C:11](=[N:12][C:13]([CH3:18])=[C:14](Br)[N:15]=2)[N:10]([CH2:19][O:20][CH2:21][CH2:22][Si:23]([CH3:26])([CH3:25])[CH3:24])[CH:9]=1)=[O:7])([CH3:4])([CH3:3])[CH3:2].[CH3:27][S:28]([C:31]1[CH:32]=[C:33]([NH2:37])[CH:34]=[CH:35][CH:36]=1)(=[O:30])=[O:29].C1(P(C2C=CC=CC=2)C2C=CC3C(=CC=CC=3)C=2C2C3C(=CC=CC=3)C=CC=2P(C2C=CC=CC=2)C2C=CC=CC=2)C=CC=CC=1.CC(C)([O-])C.[Na+]. (6) Given the product [CH3:1][N:2]1[CH2:3][CH2:4][N:5]([C:8]2[CH:9]=[C:10]([NH2:14])[CH:11]=[CH:12][CH:13]=2)[CH2:6][CH2:7]1, predict the reactants needed to synthesize it. The reactants are: [CH3:1][N:2]1[CH2:7][CH2:6][N:5]([C:8]2[CH:13]=[CH:12][CH:11]=[C:10]([N+:14]([O-])=O)[CH:9]=2)[CH2:4][CH2:3]1.[H][H]. (7) Given the product [O:1]([C:8]1[CH:9]=[C:10]([CH:23]=[CH:24][CH:25]=1)[CH2:11][O:12][C:13]1[CH:14]=[CH:15][C:16]([CH2:19][CH2:20][C:21]2[NH:28][N:27]=[N:26][N:22]=2)=[CH:17][CH:18]=1)[C:2]1[CH:3]=[CH:4][CH:5]=[CH:6][CH:7]=1, predict the reactants needed to synthesize it. The reactants are: [O:1]([C:8]1[CH:9]=[C:10]([CH:23]=[CH:24][CH:25]=1)[CH2:11][O:12][C:13]1[CH:18]=[CH:17][C:16]([CH2:19][CH2:20][C:21]#[N:22])=[CH:15][CH:14]=1)[C:2]1[CH:7]=[CH:6][CH:5]=[CH:4][CH:3]=1.[N-:26]=[N+:27]=[N-:28].[Na+].[Cl-].[NH4+]. (8) Given the product [CH3:12][N:13]([CH3:23])[C:14]1[CH:19]=[CH:18][C:17]([NH:20][C:21]([NH:1][C:2]2[CH:3]=[CH:4][C:5]3[O:9][CH2:8][C:7](=[O:10])[C:6]=3[CH:11]=2)=[O:22])=[CH:16][CH:15]=1, predict the reactants needed to synthesize it. The reactants are: [NH2:1][C:2]1[CH:3]=[CH:4][C:5]2[O:9][CH2:8][C:7](=[O:10])[C:6]=2[CH:11]=1.[CH3:12][N:13]([CH3:23])[C:14]1[CH:19]=[CH:18][C:17]([N:20]=[C:21]=[O:22])=[CH:16][CH:15]=1.C(N(CC)CC)C. (9) Given the product [C:1]([C:9]1[CH:14]=[CH:13][CH:12]=[CH:11][C:10]=1[NH:15][S:16]([C:19]1[CH:20]=[CH:21][C:22]([C:23]([NH:43][C@H:40]2[CH2:41][CH2:42][C@H:37]([CH2:36][CH2:35][N:30]3[CH2:34][CH2:33][CH2:32][CH2:31]3)[CH2:38][CH2:39]2)=[O:25])=[CH:26][CH:27]=1)(=[O:17])=[O:18])(=[O:8])[C:2]1[CH:3]=[CH:4][CH:5]=[CH:6][CH:7]=1, predict the reactants needed to synthesize it. The reactants are: [C:1]([C:9]1[CH:14]=[CH:13][CH:12]=[CH:11][C:10]=1[NH:15][S:16]([C:19]1[CH:27]=[CH:26][C:22]([C:23]([OH:25])=O)=[CH:21][CH:20]=1)(=[O:18])=[O:17])(=[O:8])[C:2]1[CH:7]=[CH:6][CH:5]=[CH:4][CH:3]=1.Cl.Cl.[N:30]1([CH2:35][CH2:36][C@H:37]2[CH2:42][CH2:41][C@H:40]([NH2:43])[CH2:39][CH2:38]2)[CH2:34][CH2:33][CH2:32][CH2:31]1. (10) The reactants are: C(N(CC)CC)C.[Cl:8][C:9]1[CH:14]=[C:13](I)[C:12]([Cl:16])=[CH:11][N:10]=1.[C:17]([O:21][C:22]([N:24]1[CH2:29][CH2:28][CH:27]([C:30]#[CH:31])[CH2:26][CH2:25]1)=[O:23])([CH3:20])([CH3:19])[CH3:18]. Given the product [C:17]([O:21][C:22]([N:24]1[CH2:29][CH2:28][CH:27]([C:30]#[C:31][C:13]2[C:12]([Cl:16])=[CH:11][N:10]=[C:9]([Cl:8])[CH:14]=2)[CH2:26][CH2:25]1)=[O:23])([CH3:20])([CH3:19])[CH3:18], predict the reactants needed to synthesize it.